Dataset: Experimentally validated miRNA-target interactions with 360,000+ pairs, plus equal number of negative samples. Task: Binary Classification. Given a miRNA mature sequence and a target amino acid sequence, predict their likelihood of interaction. (1) Result: 0 (no interaction). The miRNA is mmu-miR-1962 with sequence AGAGGCUGGCACUGGGACACAU. The protein sequence of the target gene is MARASSGNGSEEAWGALRAPQQQLRELCPGVNNQPYLCESGHCCGETGCCTYYYELWWFWLLWTVLILFSCCCAFRHRRAKLRLQQQQRQREINLLAYHGACHGAGPFPTGSLLDLRFLSTFKPPAYEDVVHRPGTPPPPYTVAPGRPLTASSEQTCCSSSSSCPAHFEGTNVEGVSSHQSAPPHQEGEPGAGVTPASTPPSCRYRRLTGDSGIELCPCPASGEGEPVKEVRVSATLPDLEDYSPCALPPESVPQIFPMGLSSSEGDIP. (2) The protein sequence of the target gene is MFCSAQKGSCSSRVSSSGAVGSRGCTGGSSFGGGSSCGLGGGSAWGFQGSSNSWSLSGGSKGSMGGGFGSCSVRGGFGAASSYGGGSGFGGSSGFGGGSGFGGGSGFGGGSSGGFSSYGGSMGCGLGGVSGYDGGLLSGSEKQTMQDLNDRLANYLDKVRALEEANTDLECKIKDWYGKHGSVKGGSGRDYSQYYSIIEDLKKQILSATCENARMTLQIDNARLAADDFRMKYEHELCLRECLEADINGLRKVLDEMTMTRCDLEMQIEGLTEELVFLRKNHEEEMKCMQGSSGGDVTVE.... The miRNA is hsa-miR-7703 with sequence UUGCACUCUGGCCUUCUCCCAGG. Result: 0 (no interaction).